The task is: Predict the product of the given reaction.. This data is from Forward reaction prediction with 1.9M reactions from USPTO patents (1976-2016). (1) The product is: [CH3:15][O:14][N:13]=[C:11]1[CH2:10][C@@H:9]([C:16]([N:34]2[CH2:39][CH2:38][CH2:37][CH:36]([OH:40])[CH2:35]2)=[O:18])[N:8]([C:6]([C:31]2[CH:30]=[CH:29][C:28]([C:19]3[CH:20]=[CH:21][CH:22]=[CH:23][CH:24]=3)=[CH:33][CH:32]=2)=[O:7])[CH2:12]1. Given the reactants C(O[C:6]([N:8]1[CH2:12][C:11](=[N:13][O:14][CH3:15])[CH2:10][C@H:9]1[C:16]([OH:18])=O)=[O:7])(C)(C)C.[C:19]1([C:28]2[CH:33]=[CH:32][CH:31]=[CH:30][CH:29]=2)[CH:24]=[CH:23][C:22](C(Cl)=O)=[CH:21][CH:20]=1.[NH:34]1[CH2:39][CH2:38][CH2:37][CH:36]([OH:40])[CH2:35]1, predict the reaction product. (2) Given the reactants CC[N:3](C1C=CC=CC=1)CC.[N:12]1[CH:17]=[CH:16][N:15]=[CH:14][C:13]=1[C:18]([OH:20])=O.Cl.CN(C)CCCN=C=NCC.ON1C2C=CC=CC=2N=N1, predict the reaction product. The product is: [N:12]1[CH:17]=[CH:16][N:15]=[CH:14][C:13]=1[C:18]([NH2:3])=[O:20]. (3) Given the reactants [Cl:1][C:2]1[CH:3]=[N+:4]([O-:59])[CH:5]=[C:6]([Cl:58])[C:7]=1[CH2:8][C@@H:9]([C:43]1[CH:48]=[CH:47][C:46]([O:49][CH:50]([F:52])[F:51])=[C:45]([O:53][CH2:54][CH:55]2[CH2:57][CH2:56]2)[CH:44]=1)[O:10][C:11]([C@H:13]1[N:17]([S:18]([C:21]2[CH:26]=[CH:25][CH:24]=[C:23]([C:27](=[O:42])[NH:28][CH2:29][CH2:30][NH:31][C:32](=[O:41])[C:33]3[CH:38]=[CH:37][CH:36]=[C:35]([CH:39]=O)[CH:34]=3)[CH:22]=2)(=[O:20])=[O:19])[CH2:16][CH2:15][S:14]1)=[O:12].[NH2:60][C:61]1[CH:66]=[CH:65][CH:64]=[CH:63][CH:62]=1.C(O)(=O)C.C(O[BH-](OC(=O)C)OC(=O)C)(=O)C.[Na+], predict the reaction product. The product is: [Cl:1][C:2]1[CH:3]=[N+:4]([O-:59])[CH:5]=[C:6]([Cl:58])[C:7]=1[CH2:8][C@@H:9]([C:43]1[CH:48]=[CH:47][C:46]([O:49][CH:50]([F:51])[F:52])=[C:45]([O:53][CH2:54][CH:55]2[CH2:57][CH2:56]2)[CH:44]=1)[O:10][C:11]([C@H:13]1[N:17]([S:18]([C:21]2[CH:26]=[CH:25][CH:24]=[C:23]([C:27](=[O:42])[NH:28][CH2:29][CH2:30][NH:31][C:32](=[O:41])[C:33]3[CH:38]=[CH:37][CH:36]=[C:35]([CH2:39][NH:60][C:61]4[CH:66]=[CH:65][CH:64]=[CH:63][CH:62]=4)[CH:34]=3)[CH:22]=2)(=[O:20])=[O:19])[CH2:16][CH2:15][S:14]1)=[O:12]. (4) Given the reactants [NH:1]1[CH2:6][CH2:5][NH:4][CH2:3][CH2:2]1.[OH-].[Na+].[O:9](C(OC(C)(C)C)=O)[C:10]([O:12][C:13]([CH3:16])([CH3:15])[CH3:14])=O, predict the reaction product. The product is: [C:13]([O:12][C:10]([N:1]1[CH2:6][CH2:5][NH:4][CH2:3][CH2:2]1)=[O:9])([CH3:16])([CH3:15])[CH3:14]. (5) Given the reactants [CH3:1][O:2][C:3]1[CH:48]=[CH:47][C:6]([CH2:7][N:8]([CH2:38][C:39]2[CH:44]=[CH:43][C:42]([O:45][CH3:46])=[CH:41][CH:40]=2)[C:9]2[N:14]=[C:13]([CH3:15])[N:12]=[C:11]([C:16]3[CH:17]=[C:18]([CH2:23][N:24]4[CH2:29][CH2:28][N:27](C(OC(C)(C)C)=O)[CH2:26][C@H:25]4[CH3:37])[CH:19]=[N:20][C:21]=3[F:22])[N:10]=2)=[CH:5][CH:4]=1.C(O)(C(F)(F)F)=O.[CH3:56][S:57](Cl)(=[O:59])=[O:58], predict the reaction product. The product is: [F:22][C:21]1[C:16]([C:11]2[N:12]=[C:13]([CH3:15])[N:14]=[C:9]([N:8]([CH2:38][C:39]3[CH:44]=[CH:43][C:42]([O:45][CH3:46])=[CH:41][CH:40]=3)[CH2:7][C:6]3[CH:47]=[CH:48][C:3]([O:2][CH3:1])=[CH:4][CH:5]=3)[N:10]=2)=[CH:17][C:18]([CH2:23][N:24]2[CH2:29][CH2:28][N:27]([S:57]([CH3:56])(=[O:59])=[O:58])[CH2:26][C@H:25]2[CH3:37])=[CH:19][N:20]=1. (6) Given the reactants [Br:1][C:2]1[C:7]2=[N:8][C:9]([C:12]([OH:14])=O)=[CH:10][N:11]=[C:6]2[CH:5]=[N:4][CH:3]=1.[NH:15]1[CH2:20][CH2:19][S:18](=[O:22])(=[O:21])[CH2:17][CH2:16]1.C(N(CC)CC)C.F[P-](F)(F)(F)(F)F.C[N+](C)=C(N(C)C)O, predict the reaction product. The product is: [Br:1][C:2]1[C:7]2[C:6](=[N:11][CH:10]=[C:9]([C:12]([N:15]3[CH2:20][CH2:19][S:18](=[O:22])(=[O:21])[CH2:17][CH2:16]3)=[O:14])[N:8]=2)[CH:5]=[N:4][CH:3]=1. (7) Given the reactants COC1C=CC(C(C2C=CC(OC)=CC=2)([NH:16][C:17]2[CH2:18][O:19][CH2:20][C:21]([F:42])([F:41])[C@:22]([C:25]3[CH:26]=[C:27]([NH:32][C:33]4[CH:40]=[CH:39][C:36]([C:37]#[N:38])=[CH:35][CH:34]=4)[CH:28]=[CH:29][C:30]=3[F:31])([CH3:24])[N:23]=2)C2C=CC=CC=2)=CC=1.FC(F)(F)C(O)=O.C([O-])([O-])=O.[Na+].[Na+], predict the reaction product. The product is: [NH2:16][C:17]1[CH2:18][O:19][CH2:20][C:21]([F:41])([F:42])[C@:22]([C:25]2[CH:26]=[C:27]([NH:32][C:33]3[CH:40]=[CH:39][C:36]([C:37]#[N:38])=[CH:35][CH:34]=3)[CH:28]=[CH:29][C:30]=2[F:31])([CH3:24])[N:23]=1. (8) Given the reactants [C:1]([O:5][C:6]([N:8]1[CH2:12][C@H:11]([CH2:13][CH2:14][C:15]2[CH:20]=[CH:19][CH:18]=[CH:17][CH:16]=2)[C@@H:10]([CH2:21][OH:22])[CH2:9]1)=[O:7])([CH3:4])([CH3:3])[CH3:2].CC(OI1(OC(C)=O)(OC(C)=O)OC(=O)C2C=CC=CC1=2)=O, predict the reaction product. The product is: [C:1]([O:5][C:6]([N:8]1[CH2:12][C@H:11]([CH2:13][CH2:14][C:15]2[CH:20]=[CH:19][CH:18]=[CH:17][CH:16]=2)[C@@H:10]([CH:21]=[O:22])[CH2:9]1)=[O:7])([CH3:4])([CH3:3])[CH3:2].